Dataset: Experimentally validated miRNA-target interactions with 360,000+ pairs, plus equal number of negative samples. Task: Binary Classification. Given a miRNA mature sequence and a target amino acid sequence, predict their likelihood of interaction. (1) The miRNA is hsa-miR-6074 with sequence GAUAUUCAGAGGCUAGGUGG. The protein sequence of the target gene is MTMSKEAVTFKDVAVVFTEEELGLLDLAQRKLYRDVMLENFRNLLSVGHQPFHRDTFHFLREEKFWMMDIATQREGNSGGKIQPEMKTFPEAGPHEGWSCQQIWEEIASDLTRPQDSTIKSSQFFEQGDAHSQVEEGLSIMHTGQKPSNCGKCKQSFSDMSIFDLPQQIRSAEKSHSCDECGKSFCYISALHIHQRVHLGEKLFKCDVCGKEFSQSLHLQTHQRVHTGEKPFKCEQCGRGFRCRSALTVHCKLHMGEKHYNCEACGRAFIHDFQLQKHQRIHTGEKPFKCEICSVSFRLR.... Result: 1 (interaction). (2) The miRNA is hsa-miR-2682-5p with sequence CAGGCAGUGACUGUUCAGACGUC. The protein sequence of the target gene is MVVRAFVLLALFAEASAKSCTPNKADVILVFCYPKTIITKIPECPYGWEVHQLALGGLCYNGVHEGGYYQFVIPDLSPKNKSYCGTQSEYKPPIYHFYSHIVSNDSTVIVKNQPVNYSFSCTYHSTYLVNQAAFDQRVATVHVKNGSMGTFESQLSLNFYTNAKFSTKKEAPFVLETSEIGSDLFAGVEAKGLSVRFKVVLNSCWATPSADFMYPLQWQLINKGCPTDETVLVHENGKDHRATFQFNAFRFQNIPKLSKVWLHCETFICDSEKLSCPVNCDKRKRMLRDQTGGVLVVELS.... Result: 0 (no interaction). (3) The miRNA is mmu-miR-5136 with sequence AUAUGCGAGGGAACUACUGG. The protein sequence of the target gene is MNWKVLEHVPLLLYILAAKTLILCLTFAGVKMYQRKRLEAKQQKLEAERKKQSEKKDN. Result: 0 (no interaction). (4) The miRNA is hsa-miR-4639-3p with sequence UCACUCUCACCUUGCUUUGC. The protein sequence of the target gene is MGVLKTCVLRRSACAAACFWRRTVIPKPPFRGISTTSARSTVMPAWVIDKYGKNEVLRFTQNMMLPIIHYPNEVIIKVHAASVNPIDVNMRSGYGATALNMKRDPLHMKTKGEEFPLTLGRDVSGVVMECGLDVKYFQPGDEVWAAVPPWKQGTLSEFVVVSGNEVSHKPKSLTHTQAASLPYVALTAWSAINKVGGLSDKNCKGKRALILGASGGVGTFAIQVMKAWGAHVTAVCSKDASELVRKLGADEVIDYTLGSVEEQLKSLKLFDFILDNVGGSTETWALNFLKKWSGATYVTL.... Result: 0 (no interaction). (5) The miRNA is dme-let-7-5p with sequence UGAGGUAGUAGGUUGUAUAGU. The protein sequence of the target gene is MTKLQEMVTFRDVAVVFSEEELGLLDAAQRKLYHDVMLENFRNLLAVGCQSPNKMAPLDTTGIRCLPLGQLPCWQMTSHDVNKLARAPEDGINTPGKGPHLLEQCHSSCHWGAEQPSQAPEDDGCLENLPSNHSSSSDNQEFLSGRAQSSWSKAHFSERWNHEKHCPQTLVKTKSQLLAPGVNILGCISHHDHNILHKRDKVPSSGDCDQVIFPMTLLTQHCVYREQKAYQCSRGQEVFSDSPSLELHQQTLLGKKSPVHSTHKDTRHSPSVPIQPSVHPGRKRYWCHECGKGFRQSSAL.... Result: 0 (no interaction). (6) The miRNA is mmu-miR-223-3p with sequence UGUCAGUUUGUCAAAUACCCCA. The protein sequence of the target gene is MAHSKTRTNDGKITYPPGVKEISDKISKEEMVRRLKMVVKTFMDMDQDSEEEKELYLNLALHLASDFFLKHPDKDVRLLVACCLADIFRIYAPEAPYTSPDKLKDIFMFITRQLKGLEDTKSPQFNRYFYLLENIAWVKSYNICFELEDSNEIFTQLYRTLFSVINNGHNQKVHMHMVDLMSSIICEGDTVSQELLDTVLVNLVPAHKNLNKQAYDLAKALLKRTAQAIEPYITNFFNQVLMLGKTSISDLSEHVFDLILELYNIDSHLLLSVLPQLEFKLKSNDNEERLQVVKLLAKMF.... Result: 1 (interaction). (7) The miRNA is hsa-miR-98-5p with sequence UGAGGUAGUAAGUUGUAUUGUU. The protein sequence of the target gene is MSGGGGGGGSAPSRFADYFVICGLDTETGLEPDELSALCQYIQASKARDGASPFISSTTEGENFEQTPLRRTFKSKVLARYPENVDWNPFDQDAVGMLCMPKGLAFKTQADPREPQFHAFIITREDGSRTFGFALTFYEEVTSKQICSAMQTLYHMHNAEYDVLHAPLADGGDQSGMEDGEGIPGTKLQRFNSYDISRDTLYVSKCICLITPMSFMKACRSVLQQLHQAVTSPQPPPLPLESYIYNVLYEVPLPPPGRSLKFSGVYGPIICQRPSTNELPLFDFPVKEVFELLGVENVFQ.... Result: 0 (no interaction). (8) The miRNA is rno-let-7d-3p with sequence CUAUACGACCUGCUGCCUUUCU. The protein sequence of the target gene is MEEYEKFCEKSLARIQEASLSTESFLPAQSESISLIRFHGVAILSPLLNIEKRKEMQQEKQKALDVEARKQVNRKKALLTRVQEILDNVQVRKAPNASDFDQWEMETVYSNSEVRNLNVPATFPNSFPSHTEHSTAAKLDKIAGILPLDNEDQCKTDGIDLARDSEGFNSPKQCDSSNISHVENEAFPKTSSATPQETLISDGPFSVNEQQDLPLLAEVIPDPYVMSLQNLMKKSKEYIEREQSRRSLRGSINRIVNESHLDKEHDAVEVADCVKEKGQLTGKHCVSVIPDKPSLNKSNV.... Result: 0 (no interaction). (9) The miRNA is hsa-miR-4771 with sequence AGCAGACUUGACCUACAAUUA. The protein sequence of the target gene is MAAVVQQNDLVFEFASNVMEDERQLGDPAIFPAVIVEHVPGADILNSYAGLACVEEPNDMITESSLDVAEEEIIDDDDDDITLTVEASCHDGDETIETIEAAEALLNMDSPGPMLDEKRINNNIFSSPEDDMVVAPVTHVSVTLDGIPEVMETQQVQEKYADSPGASSPEQPKRKKGRKTKPPRPDSPATTPNISVKKKNKDGKGNTIYLWEFLLALLQDKATCPKYIKWTQREKGIFKLVDSKAVSRLWGKHKNKPDMNYETMGRALRYYYQRGILAKVEGQRLVYQFKEMPKDLIYIN.... Result: 0 (no interaction). (10) The miRNA is hsa-miR-6831-5p with sequence UAGGUAGAGUGUGAGGAGGAGGUC. The protein sequence of the target gene is MRLGSPGLLFLLFSSLRADTQEKEVRAMVGSDVELSCACPEGSRFDLNDVYVYWQTSESKTVVTYHIPQNSSLENVDSRYRNRALMSPAGMLRGDFSLRLFNVTPQDEQKFHCLVLSQSLGFQEVLSVEVTLHVAANFSVPVVSAPHSPSQDELTFTCTSINGYPRPNVYWINKTDNSLLDQALQNDTVFLNMRGLYDVVSVLRIARTPSVNIGCCIENVLLQQNLTVGSQTGNDIGERDKITENPVSTGEKNAATWSILAVLCLLVVVAVAIGWVCRDRCLQHSYAGAWAVSPETELTG.... Result: 1 (interaction).